From a dataset of Forward reaction prediction with 1.9M reactions from USPTO patents (1976-2016). Predict the product of the given reaction. (1) Given the reactants [Cl:1][C:2]1[N:3]=[C:4]([O:19][CH3:20])[C:5]([NH:8][S:9]([C:12]2[CH:17]=[CH:16][CH:15]=[C:14]([F:18])[CH:13]=2)(=[O:11])=[O:10])=[N:6][CH:7]=1.C([N-]C(C)C)(C)C.[Li+].[Cl:29]C(Cl)(Cl)C(Cl)(Cl)Cl, predict the reaction product. The product is: [Cl:29][C:13]1[C:14]([F:18])=[CH:15][CH:16]=[CH:17][C:12]=1[S:9]([NH:8][C:5]1[C:4]([O:19][CH3:20])=[N:3][C:2]([Cl:1])=[CH:7][N:6]=1)(=[O:11])=[O:10]. (2) Given the reactants [C:1]([O:7][CH2:8][C@H:9]([C:11]1[C:20]([CH3:21])=[CH:19][C:18]2[C:13](=[CH:14][CH:15]=[CH:16][CH:17]=2)[C:12]=1[Cl:22])[OH:10])(=[O:6])[C:2]([CH3:5])([CH3:4])[CH3:3].Cl(O)(=O)(=O)=O, predict the reaction product. The product is: [C:1]([O:7][CH2:8][C@@H:9]([O:10][C:2]([CH3:4])([CH3:3])[CH3:1])[C:11]1[C:20]([CH3:21])=[CH:19][C:18]2[C:13](=[CH:14][CH:15]=[CH:16][CH:17]=2)[C:12]=1[Cl:22])(=[O:6])[C:2]([CH3:5])([CH3:4])[CH3:3]. (3) Given the reactants [CH3:1][S:2]([N:5]1[CH2:10][CH2:9][C:8](=O)[CH2:7][CH2:6]1)(=[O:4])=[O:3].[NH:12]1[CH2:17][CH2:16][O:15][CH2:14][CH2:13]1.CC1CCNCC1.C1(C)C=CC(S(O)(=O)=O)=CC=1, predict the reaction product. The product is: [CH3:1][S:2]([N:5]1[CH2:10][CH:9]=[C:8]([N:12]2[CH2:17][CH2:16][O:15][CH2:14][CH2:13]2)[CH2:7][CH2:6]1)(=[O:4])=[O:3]. (4) Given the reactants [N+:1]([C:4]1[CH:9]=[C:8]([Cl:10])[CH:7]=[C:6]([Br:11])[C:5]=1[O:12][CH3:13])([O-])=O.[Sn], predict the reaction product. The product is: [NH2:1][C:4]1[CH:9]=[C:8]([Cl:10])[CH:7]=[C:6]([Br:11])[C:5]=1[O:12][CH3:13]. (5) Given the reactants Br[C:2]1[CH:3]=[C:4]([NH:28][C:29](=[O:35])[CH:30]([CH2:33][CH3:34])[CH2:31][CH3:32])[CH:5]=[CH:6][C:7]=1[N:8]1[CH2:13][CH2:12][N:11]([CH:14]([C:21](=[O:27])[N:22]([CH2:25][CH3:26])[CH2:23][CH3:24])[C:15]2[CH:20]=[CH:19][CH:18]=[CH:17][CH:16]=2)[CH2:10][CH2:9]1.C1(P(C2C=CC=CC=2)C2C=CC=CC=2)C=CC=CC=1.C(NCC)C.[CH3:60][Si:61]([C:64]#[CH:65])([CH3:63])[CH3:62], predict the reaction product. The product is: [CH2:23]([N:22]([CH2:25][CH3:26])[C:21]([CH:14]([C:15]1[CH:20]=[CH:19][CH:18]=[CH:17][CH:16]=1)[N:11]1[CH2:12][CH2:13][N:8]([C:7]2[CH:6]=[CH:5][C:4]([NH:28][C:29](=[O:35])[CH:30]([CH2:33][CH3:34])[CH2:31][CH3:32])=[CH:3][C:2]=2[C:65]#[C:64][Si:61]([CH3:63])([CH3:62])[CH3:60])[CH2:9][CH2:10]1)=[O:27])[CH3:24]. (6) Given the reactants [F:1][C:2]1[CH:3]=[C:4]2[C:8](=[CH:9][CH:10]=1)[NH:7][CH:6]=[C:5]2[CH:11]=[CH:12][C:13]1[CH:14]=[N:15][CH:16]=[CH:17][CH:18]=1, predict the reaction product. The product is: [F:1][C:2]1[CH:3]=[C:4]2[C:8](=[CH:9][CH:10]=1)[NH:7][CH:6]=[C:5]2[CH2:11][CH2:12][C:13]1[CH:14]=[N:15][CH:16]=[CH:17][CH:18]=1.